From a dataset of Human intestinal absorption (HIA) binary classification data from Hou et al.. Regression/Classification. Given a drug SMILES string, predict its absorption, distribution, metabolism, or excretion properties. Task type varies by dataset: regression for continuous measurements (e.g., permeability, clearance, half-life) or binary classification for categorical outcomes (e.g., BBB penetration, CYP inhibition). Dataset: hia_hou. (1) The drug is NCCCC(O)(P(=O)(O)O)P(=O)(O)O. The result is 0 (poor absorption). (2) The compound is O=P(O)(O)C(Cl)(Cl)P(=O)(O)O. The result is 0 (poor absorption). (3) The drug is CN(C)CCC[C@@H]1c2ccccc2COc2ccccc21. The result is 1 (good absorption). (4) The drug is COc1ccc(C[C@H]2c3cc(OC)c(OC)cc3CC[N@@+]2(C)CCC(=O)OCCCCCOC(=O)CC[N@+]2(C)CCc3cc(OC)c(OC)cc3[C@@H]2Cc2ccc(OC)c(OC)c2)cc1OC. The result is 0 (poor absorption). (5) The drug is COCC1=C(C(=O)O[C@H](C)OC(=O)OC(C)C)N2C(=O)[C@H](NC(=O)C(=NOC)c3csc(N)n3)[C@@H]2SC1. The result is 1 (good absorption). (6) The drug is CC(=O)OCC(=O)[C@@]1(O)CC[C@@H]2[C@@H]3CCC4=CC(=O)CC[C@]4(C)[C@]3(F)[C@@H](O)C[C@@]21C. The result is 1 (good absorption). (7) The compound is O=C(O)CCCc1ccc(N(CCCl)CCCl)cc1. The result is 1 (good absorption).